From a dataset of Forward reaction prediction with 1.9M reactions from USPTO patents (1976-2016). Predict the product of the given reaction. (1) Given the reactants [C:1]([C:5]1[N:6]=[C:7]([N:22]2[CH2:27][CH2:26][O:25][CH2:24][CH2:23]2)[C:8]2[N:13]=[N:12][N:11]([CH2:14][C:15]3[CH:20]=[CH:19][CH:18]=[CH:17][C:16]=3[Cl:21])[C:9]=2[N:10]=1)([CH3:4])([CH3:3])[CH3:2].C(C1N=C(Cl)C2N=NN(CC3C=CC=CC=3Cl)C=2N=1)(C)(C)C.Cl.COC1CNC1, predict the reaction product. The product is: [C:1]([C:5]1[N:6]=[C:7]([N:22]2[CH2:27][CH:26]([O:25][CH3:24])[CH2:23]2)[C:8]2[N:13]=[N:12][N:11]([CH2:14][C:15]3[CH:20]=[CH:19][CH:18]=[CH:17][C:16]=3[Cl:21])[C:9]=2[N:10]=1)([CH3:2])([CH3:4])[CH3:3]. (2) Given the reactants [F:1][C:2]1[C:7]([F:8])=[C:6]([S:9][CH2:10][CH2:11][C:12]2[CH:17]=[CH:16][CH:15]=[CH:14][CH:13]=2)[C:5]([F:18])=[C:4]([F:19])[C:3]=1[S:20]([NH2:23])(=[O:22])=[O:21].CC(O)=[O:26].[OH2:28], predict the reaction product. The product is: [F:19][C:4]1[C:5]([F:18])=[C:6]([S:9]([CH2:10][CH2:11][C:12]2[CH:13]=[CH:14][CH:15]=[CH:16][CH:17]=2)(=[O:26])=[O:28])[C:7]([F:8])=[C:2]([F:1])[C:3]=1[S:20]([NH2:23])(=[O:22])=[O:21].